Dataset: NCI-60 drug combinations with 297,098 pairs across 59 cell lines. Task: Regression. Given two drug SMILES strings and cell line genomic features, predict the synergy score measuring deviation from expected non-interaction effect. (1) Drug 1: C1=C(C(=O)NC(=O)N1)F. Drug 2: CC(C1=C(C=CC(=C1Cl)F)Cl)OC2=C(N=CC(=C2)C3=CN(N=C3)C4CCNCC4)N. Cell line: NCI/ADR-RES. Synergy scores: CSS=34.4, Synergy_ZIP=-0.568, Synergy_Bliss=-2.79, Synergy_Loewe=-3.75, Synergy_HSA=-3.45. (2) Drug 1: CN1CCC(CC1)COC2=C(C=C3C(=C2)N=CN=C3NC4=C(C=C(C=C4)Br)F)OC. Drug 2: CS(=O)(=O)C1=CC(=C(C=C1)C(=O)NC2=CC(=C(C=C2)Cl)C3=CC=CC=N3)Cl. Cell line: MALME-3M. Synergy scores: CSS=6.69, Synergy_ZIP=-0.541, Synergy_Bliss=3.16, Synergy_Loewe=0.356, Synergy_HSA=1.40. (3) Drug 1: C1=CC(=CC=C1CCC2=CNC3=C2C(=O)NC(=N3)N)C(=O)NC(CCC(=O)O)C(=O)O. Drug 2: CCC1=CC2CC(C3=C(CN(C2)C1)C4=CC=CC=C4N3)(C5=C(C=C6C(=C5)C78CCN9C7C(C=CC9)(C(C(C8N6C)(C(=O)OC)O)OC(=O)C)CC)OC)C(=O)OC.C(C(C(=O)O)O)(C(=O)O)O. Cell line: A498. Synergy scores: CSS=37.3, Synergy_ZIP=-0.410, Synergy_Bliss=-0.860, Synergy_Loewe=3.32, Synergy_HSA=4.67.